This data is from Full USPTO retrosynthesis dataset with 1.9M reactions from patents (1976-2016). The task is: Predict the reactants needed to synthesize the given product. (1) Given the product [Cl:13][C:12]1[CH:11]=[C:10]([Cl:14])[CH:9]=[C:8]([Cl:15])[C:7]=1[N:6]1[C:2]2=[N:1][C:31]([CH2:30][C:26]3[CH:27]=[CH:28][CH:29]=[C:24]([O:23][CH3:22])[CH:25]=3)=[N:21][C:19](=[O:20])[C:3]2=[C:4]([CH:16]([CH3:18])[CH3:17])[NH:5]1, predict the reactants needed to synthesize it. The reactants are: [NH2:1][C:2]1[N:6]([C:7]2[C:12]([Cl:13])=[CH:11][C:10]([Cl:14])=[CH:9][C:8]=2[Cl:15])[N:5]=[C:4]([CH:16]([CH3:18])[CH3:17])[C:3]=1[C:19]([NH2:21])=[O:20].[CH3:22][O:23][C:24]1[CH:25]=[C:26]([CH2:30][C:31](Cl)=O)[CH:27]=[CH:28][CH:29]=1.[O-]CC.[Na+]. (2) Given the product [C:36]([C:40]1[CH:44]=[C:43]([NH:45][C:46]([NH:1][CH2:2][C:3]2[CH:28]=[CH:27][CH:26]=[CH:25][C:4]=2[CH2:5][O:6][C:7]2[CH:12]=[C:11]([CH3:13])[N:10]([CH2:14][C:15]3[CH:20]=[CH:19][C:18]([O:21][CH3:22])=[CH:17][CH:16]=3)[C:9](=[O:23])[C:8]=2[Cl:24])=[O:47])[N:42]([C:55]2[CH:60]=[CH:59][C:58]([OH:61])=[C:57]([Cl:62])[CH:56]=2)[N:41]=1)([CH3:39])([CH3:37])[CH3:38], predict the reactants needed to synthesize it. The reactants are: [NH2:1][CH2:2][C:3]1[CH:28]=[CH:27][CH:26]=[CH:25][C:4]=1[CH2:5][O:6][C:7]1[CH:12]=[C:11]([CH3:13])[N:10]([CH2:14][C:15]2[CH:20]=[CH:19][C:18]([O:21][CH3:22])=[CH:17][CH:16]=2)[C:9](=[O:23])[C:8]=1[Cl:24].C(N(CC)CC)C.[C:36]([C:40]1[CH:44]=[C:43]([NH:45][C:46](=O)[O:47]C2C=CC=CC=2)[N:42]([C:55]2[CH:60]=[CH:59][C:58]([OH:61])=[C:57]([Cl:62])[CH:56]=2)[N:41]=1)([CH3:39])([CH3:38])[CH3:37].[F-].C([N+](CCCC)(CCCC)CCCC)CCC. (3) Given the product [CH2:14]([O:6][C:5](=[O:7])[C:4]1[CH:8]=[C:9]([F:12])[C:10]([F:11])=[C:2]([Cl:1])[C:3]=1[F:13])[CH3:15], predict the reactants needed to synthesize it. The reactants are: [Cl:1][C:2]1[C:3]([F:13])=[C:4]([CH:8]=[C:9]([F:12])[C:10]=1[F:11])[C:5]([OH:7])=[O:6].[C:14](Cl)(=O)[C:15](Cl)=O.C(O)C. (4) Given the product [Cl:1][C:2]1[S:17][C:5]2[N:6]=[CH:7][N:8]=[C:9]([NH:10][CH:11]3[CH2:12][CH2:13][N:14]([CH2:27][C:20]4[CH:21]=[C:22]([CH:25]=[CH:26][C:19]=4[F:18])[C:23]#[N:24])[CH2:15][CH2:16]3)[C:4]=2[CH:3]=1, predict the reactants needed to synthesize it. The reactants are: [Cl:1][C:2]1[S:17][C:5]2[N:6]=[CH:7][N:8]=[C:9]([NH:10][CH:11]3[CH2:16][CH2:15][NH:14][CH2:13][CH2:12]3)[C:4]=2[CH:3]=1.[F:18][C:19]1[CH:26]=[CH:25][C:22]([C:23]#[N:24])=[CH:21][C:20]=1[CH:27]=O. (5) Given the product [O:19]=[C:13]1[CH:12]([N:5]2[C:4](=[O:20])[C:3]3[C:7](=[CH:8][CH:9]=[CH:10][C:2]=3[NH:1][C:29](=[O:30])[CH2:28][O:21][C:22]3[CH:27]=[CH:26][CH:25]=[CH:24][CH:23]=3)[C:6]2=[O:11])[CH2:17][CH2:16][C:15](=[O:18])[NH:14]1, predict the reactants needed to synthesize it. The reactants are: [NH2:1][C:2]1[CH:10]=[CH:9][CH:8]=[C:7]2[C:3]=1[C:4](=[O:20])[N:5]([CH:12]1[CH2:17][CH2:16][C:15](=[O:18])[NH:14][C:13]1=[O:19])[C:6]2=[O:11].[O:21]([CH2:28][C:29](Cl)=[O:30])[C:22]1[CH:27]=[CH:26][CH:25]=[CH:24][CH:23]=1.CO. (6) Given the product [O:32]1[CH:36]=[CH:35][CH:34]=[C:33]1[C:37]([N:39]1[CH2:40][CH2:41][N:42]([C:27]([C:26]2[CH:25]=[CH:24][C:23]([NH:22][C:18]3[N:17]=[C:16]([C:13]4[CH:14]=[CH:15][C:10]([S:7]([N:1]5[CH2:2][CH2:3][O:4][CH2:5][CH2:6]5)(=[O:9])=[O:8])=[CH:11][CH:12]=4)[CH:21]=[CH:20][N:19]=3)=[CH:31][CH:30]=2)=[O:28])[CH2:43][CH2:44]1)=[O:38], predict the reactants needed to synthesize it. The reactants are: [N:1]1([S:7]([C:10]2[CH:15]=[CH:14][C:13]([C:16]3[CH:21]=[CH:20][N:19]=[C:18]([NH:22][C:23]4[CH:31]=[CH:30][C:26]([C:27](O)=[O:28])=[CH:25][CH:24]=4)[N:17]=3)=[CH:12][CH:11]=2)(=[O:9])=[O:8])[CH2:6][CH2:5][O:4][CH2:3][CH2:2]1.[O:32]1[CH:36]=[CH:35][CH:34]=[C:33]1[C:37]([N:39]1[CH2:44][CH2:43][NH:42][CH2:41][CH2:40]1)=[O:38].CCN=C=NCCCN(C)C.C1C=CC2N(O)N=NC=2C=1. (7) Given the product [CH3:1][N:2]([CH3:6])[C:3](=[O:4])[O:7][CH2:8][C@H:9]([NH:11][C:12]([O:13][C:14]([CH3:17])([CH3:16])[CH3:15])=[O:18])[CH3:10], predict the reactants needed to synthesize it. The reactants are: [CH3:1][N:2]([CH3:6])[C:3](Cl)=[O:4].[OH:7][CH2:8][C@H:9]([NH:11][C:12](=[O:18])[O:13][C:14]([CH3:17])([CH3:16])[CH3:15])[CH3:10].N1C=CC=CC=1. (8) Given the product [Br:1][C:2]1[N:7]=[C:6](/[CH:8]=[N:17]/[C:16]2[C:18]([CH:22]([CH2:23][CH3:24])[CH2:25][CH3:26])=[CH:19][CH:20]=[CH:21][C:15]=2[CH:12]([CH2:10][CH3:11])[CH2:13][CH3:14])[CH:5]=[CH:4][CH:3]=1, predict the reactants needed to synthesize it. The reactants are: [Br:1][C:2]1[N:7]=[C:6]([CH:8]=O)[CH:5]=[CH:4][CH:3]=1.[CH2:10]([CH:12]([C:15]1[CH:21]=[CH:20][CH:19]=[C:18]([CH:22]([CH2:25][CH3:26])[CH2:23][CH3:24])[C:16]=1[NH2:17])[CH2:13][CH3:14])[CH3:11].